From a dataset of Full USPTO retrosynthesis dataset with 1.9M reactions from patents (1976-2016). Predict the reactants needed to synthesize the given product. (1) Given the product [F:1][C:2]1[CH:33]=[CH:32][C:5]([O:6][CH2:7][C@@H:8]([OH:31])/[CH:9]=[CH:10]/[C:11]#[C:12]/[CH:13]=[CH:14]/[CH:15]=[CH:16]/[C@@H:17]([OH:30])[C@@H:18]([OH:29])[CH2:19][O:20][CH2:21][C:22]([OH:24])=[O:23])=[CH:4][CH:3]=1, predict the reactants needed to synthesize it. The reactants are: [F:1][C:2]1[CH:33]=[CH:32][C:5]([O:6][CH2:7][C@@H:8]([OH:31])/[CH:9]=[CH:10]/[C:11]#[C:12]/[CH:13]=[CH:14]/[CH:15]=[CH:16]/[C@@H:17]([OH:30])[C@@H:18]([OH:29])[CH2:19][O:20][CH2:21][C:22]([O:24]C(C)(C)C)=[O:23])=[CH:4][CH:3]=1.[OH-].[Na+].O.Cl. (2) Given the product [NH2:11][C:9]1[CH:8]=[CH:7][N:6]=[C:5]([O:4][CH2:3][CH2:2][NH:1][C:12](=[O:13])[O:14][C:15]([CH3:18])([CH3:17])[CH3:16])[CH:10]=1, predict the reactants needed to synthesize it. The reactants are: [NH2:1][CH2:2][CH2:3][O:4][C:5]1[CH:10]=[C:9]([NH2:11])[CH:8]=[CH:7][N:6]=1.[C:12](O[C:12]([O:14][C:15]([CH3:18])([CH3:17])[CH3:16])=[O:13])([O:14][C:15]([CH3:18])([CH3:17])[CH3:16])=[O:13]. (3) Given the product [CH2:1]([N:8]1[C:12]2[CH:13]=[CH:14][C:15]([NH:17][C:18]3[CH:27]=[CH:26][C:25]([Cl:28])=[CH:24][C:19]=3[C:20]([O:22][CH3:23])=[O:21])=[CH:16][C:11]=2[N:10]([CH3:30])[C:9]1=[O:29])[C:2]1[CH:7]=[CH:6][CH:5]=[CH:4][CH:3]=1, predict the reactants needed to synthesize it. The reactants are: [CH2:1]([N:8]1[C:12]2[CH:13]=[CH:14][C:15]([NH:17][C:18]3[CH:27]=[CH:26][C:25]([Cl:28])=[CH:24][C:19]=3[C:20]([O:22][CH3:23])=[O:21])=[CH:16][C:11]=2[NH:10][C:9]1=[O:29])[C:2]1[CH:7]=[CH:6][CH:5]=[CH:4][CH:3]=1.[C:30](=O)([O-])[O-].[K+].[K+].O.C(OCC)(=O)C. (4) The reactants are: [F:1][C:2]1[CH:3]=[C:4]([N:8]2[C@@:12]3([CH2:17][CH2:16][N:15]([CH2:18][C:19]4[CH:20]=[C:21]([C:25]5[CH:30]=[CH:29][CH:28]=[CH:27][C:26]=5[CH3:31])[CH:22]=[CH:23][CH:24]=4)[C@@H:14]([CH3:32])[CH2:13]3)[C:11](NC)=[N:10][C:9]2=[O:35])[CH:5]=[CH:6][CH:7]=1.C(O)(C(F)(F)F)=[O:37]. Given the product [F:1][C:2]1[CH:3]=[C:4]([N:8]2[C@@:12]3([CH2:17][CH2:16][N:15]([CH2:18][C:19]4[CH:20]=[C:21]([C:25]5[CH:30]=[CH:29][CH:28]=[CH:27][C:26]=5[CH3:31])[CH:22]=[CH:23][CH:24]=4)[C@@H:14]([CH3:32])[CH2:13]3)[C:11](=[O:37])[NH:10][C:9]2=[O:35])[CH:5]=[CH:6][CH:7]=1, predict the reactants needed to synthesize it.